Dataset: Full USPTO retrosynthesis dataset with 1.9M reactions from patents (1976-2016). Task: Predict the reactants needed to synthesize the given product. Given the product [CH:7]1[N:8]=[CH:9][N:10]2[CH:15]=[CH:14][CH:13]=[C:12]([CH2:16][OH:17])[C:11]=12, predict the reactants needed to synthesize it. The reactants are: [H-].[Al+3].[Li+].[H-].[H-].[H-].[CH:7]1[N:8]=[CH:9][N:10]2[CH:15]=[CH:14][CH:13]=[C:12]([C:16](OCC)=[O:17])[C:11]=12.O.[OH-].[Na+].